From a dataset of Full USPTO retrosynthesis dataset with 1.9M reactions from patents (1976-2016). Predict the reactants needed to synthesize the given product. (1) The reactants are: [C:1]([O:5][C:6]([N:8]1[CH2:13][CH2:12][CH:11]([NH2:14])[CH2:10][CH2:9]1)=[O:7])([CH3:4])([CH3:3])[CH3:2].C(N(CC)CC)C.[N+:22]([C:25]1[CH:30]=[CH:29][CH:28]=[CH:27][C:26]=1[S:31](Cl)(=[O:33])=[O:32])([O-:24])=[O:23]. Given the product [C:1]([O:5][C:6]([N:8]1[CH2:13][CH2:12][CH:11]([NH:14][S:31]([C:26]2[CH:27]=[CH:28][CH:29]=[CH:30][C:25]=2[N+:22]([O-:24])=[O:23])(=[O:32])=[O:33])[CH2:10][CH2:9]1)=[O:7])([CH3:4])([CH3:2])[CH3:3], predict the reactants needed to synthesize it. (2) Given the product [Br:2][C:3]1[CH:4]=[C:5]2[C:10](=[CH:11][CH:12]=1)[CH2:9][N:8]([CH2:25][C:24]([N:15]1[CH2:16][CH2:17][N:18]([CH:20]3[CH2:23][CH2:22][CH2:21]3)[CH2:19][CH2:14]1)=[O:26])[CH2:7][CH2:6]2, predict the reactants needed to synthesize it. The reactants are: Cl.[Br:2][C:3]1[CH:4]=[C:5]2[C:10](=[CH:11][CH:12]=1)[CH2:9][NH:8][CH2:7][CH2:6]2.Cl[CH:14]1[CH2:19][N:18]([CH:20]2[CH2:23][CH2:22][CH2:21]2)[CH2:17][CH2:16][NH:15]1.[C:24](N)(=[O:26])[CH3:25].C([O-])([O-])=O.[K+].[K+].[Na+].[I-]. (3) Given the product [F:12][C:9]([F:10])([F:11])[C:7]1[CH:6]=[C:5]([C@H:13]([O:15][C@H:16]2[CH2:20][CH2:19][C@@H:18]([CH2:21][N:22]3[CH2:27][CH2:26][CH2:25][C@@H:24]([C:28]([OH:30])=[O:29])[CH2:23]3)[C@@H:17]2[C:33]2[CH:38]=[CH:37][C:36]([F:39])=[CH:35][CH:34]=2)[CH3:14])[CH:4]=[C:3]([C:2]([F:41])([F:1])[F:40])[CH:8]=1, predict the reactants needed to synthesize it. The reactants are: [F:1][C:2]([F:41])([F:40])[C:3]1[CH:4]=[C:5]([C@H:13]([O:15][C@H:16]2[CH2:20][CH2:19][C@@H:18]([CH2:21][N:22]3[CH2:27][CH2:26][CH2:25][C@@H:24]([C:28]([O:30]CC)=[O:29])[CH2:23]3)[C@@H:17]2[C:33]2[CH:38]=[CH:37][C:36]([F:39])=[CH:35][CH:34]=2)[CH3:14])[CH:6]=[C:7]([C:9]([F:12])([F:11])[F:10])[CH:8]=1.[OH-].[Na+].